This data is from Catalyst prediction with 721,799 reactions and 888 catalyst types from USPTO. The task is: Predict which catalyst facilitates the given reaction. (1) Reactant: [F:1][C:2]1[CH:7]=[CH:6][C:5]([C:8]2[CH:13]=[C:12]([CH3:14])[N:11]=[CH:10][C:9]=2[N:15]([CH3:36])[C:16]([C:18]2[CH:19]=[C:20]([S:28][CH2:29][CH2:30][CH2:31][CH2:32][C:33](O)=[O:34])[CH:21]=[C:22]([C:24]([F:27])([F:26])[F:25])[CH:23]=2)=[O:17])=[C:4]([O:37][CH3:38])[CH:3]=1.C(N1C=CN=C1)(N1C=CN=C1)=O.Cl.[CH3:52][O:53][C:54](=[O:57])[CH2:55][NH2:56].CCN(C(C)C)C(C)C.[NH4+].[Cl-]. Product: [F:1][C:2]1[CH:7]=[CH:6][C:5]([C:8]2[CH:13]=[C:12]([CH3:14])[N:11]=[CH:10][C:9]=2[N:15]([CH3:36])[C:16]([C:18]2[CH:19]=[C:20]([S:28][CH2:29][CH2:30][CH2:31][CH2:32][C:33]([NH:56][CH2:55][C:54]([O:53][CH3:52])=[O:57])=[O:34])[CH:21]=[C:22]([C:24]([F:27])([F:26])[F:25])[CH:23]=2)=[O:17])=[C:4]([O:37][CH3:38])[CH:3]=1. The catalyst class is: 31. (2) Reactant: [C:1]([O:5][C:6]([NH:8][CH2:9][C:10]1[CH:24]=[CH:23][C:22]([Cl:25])=[CH:21][C:11]=1[CH2:12][NH:13][C:14](=[O:20])[C@@H:15]1[CH2:19][CH2:18][CH2:17][NH:16]1)=[O:7])([CH3:4])([CH3:3])[CH3:2].[Na].[C:27]1([C:33]([OH:41])([C:37]([F:40])([F:39])[F:38])[C:34](O)=[O:35])[CH:32]=[CH:31][CH:30]=[CH:29][CH:28]=1.CN([P+](ON1N=NC2C=CC=CC1=2)(N(C)C)N(C)C)C.F[P-](F)(F)(F)(F)F. Product: [OH:41][C:33]([C:27]1[CH:32]=[CH:31][CH:30]=[CH:29][CH:28]=1)([C:37]([F:38])([F:39])[F:40])[C:34]([N:16]1[CH2:17][CH2:18][CH2:19][C@H:15]1[C:14]([NH:13][CH2:12][C:11]1[CH:21]=[C:22]([Cl:25])[CH:23]=[CH:24][C:10]=1[CH2:9][NH:8][C:6]([O:5][C:1]([CH3:4])([CH3:2])[CH3:3])=[O:7])=[O:20])=[O:35]. The catalyst class is: 3. (3) Reactant: [NH2:1][C:2]1[CH:7]=[CH:6][C:5]([C:8]([N:10]2[CH2:15][CH2:14][O:13][CH2:12][CH2:11]2)=[O:9])=[C:4]([F:16])[C:3]=1[O:17][CH3:18].Cl[C:20]1[N:25]=[C:24]([NH:26][CH3:27])[C:23]([C:28]([F:31])([F:30])[F:29])=[CH:22][N:21]=1.C(O)(C(F)(F)F)=O. Product: [F:16][C:4]1[C:3]([O:17][CH3:18])=[C:2]([NH:1][C:20]2[N:25]=[C:24]([NH:26][CH3:27])[C:23]([C:28]([F:31])([F:29])[F:30])=[CH:22][N:21]=2)[CH:7]=[CH:6][C:5]=1[C:8]([N:10]1[CH2:11][CH2:12][O:13][CH2:14][CH2:15]1)=[O:9]. The catalyst class is: 141. (4) Reactant: [CH3:1][O:2][C:3]1[CH:4]=[CH:5][C:6]([CH:9]=O)=[CH:7][CH:8]=1.[C:11](#[N:15])[CH2:12][C:13]#[N:14].C(N(CC)CC)C.[C:23]1([N:29]2[C:33](=[O:34])[CH2:32][C:31]([C:35]3[CH:40]=[CH:39][CH:38]=[CH:37][CH:36]=3)=[N:30]2)C=CC=CC=1. Product: [NH2:14][C:13]1[O:34][C:33]2[N:29]([CH3:23])[N:30]=[C:31]([C:35]3[CH:40]=[CH:39][CH:38]=[CH:37][CH:36]=3)[C:32]=2[CH:9]([C:6]2[CH:7]=[CH:8][C:3]([O:2][CH3:1])=[CH:4][CH:5]=2)[C:12]=1[C:11]#[N:15]. The catalyst class is: 8. (5) Reactant: C(OC(=O)[NH:10][CH2:11][C@H:12]1[CH2:17][CH2:16][C@H:15]([C:18]2[N:22]3[CH:23]=[CH:24][N:25]=[C:26]([NH2:27])[C:21]3=[C:20]([C:28]3[CH:33]=[CH:32][C:31]([O:34][C:35]4[CH:40]=[CH:39][CH:38]=[CH:37][CH:36]=4)=[C:30]([O:41][CH3:42])[CH:29]=3)[N:19]=2)[CH2:14][CH2:13]1)C1C=CC=CC=1.O. Product: [NH2:10][CH2:11][C@H:12]1[CH2:13][CH2:14][C@H:15]([C:18]2[N:22]3[CH:23]=[CH:24][N:25]=[C:26]([NH2:27])[C:21]3=[C:20]([C:28]3[CH:33]=[CH:32][C:31]([O:34][C:35]4[CH:40]=[CH:39][CH:38]=[CH:37][CH:36]=4)=[C:30]([O:41][CH3:42])[CH:29]=3)[N:19]=2)[CH2:16][CH2:17]1. The catalyst class is: 33. (6) Reactant: [C:1]([O:4][C:5]1[C:6]([CH3:18])=[C:7]([CH3:17])[C:8]2[O:12][C:11]([C:13](=[O:15])[CH3:14])=[CH:10][C:9]=2[CH:16]=1)(=[O:3])[CH3:2].[Br:19]Br. Product: [Br:19][CH2:14][C:13]([C:11]1[O:12][C:8]2[C:7]([CH3:17])=[C:6]([CH3:18])[C:5]([O:4][C:1](=[O:3])[CH3:2])=[CH:16][C:9]=2[CH:10]=1)=[O:15]. The catalyst class is: 22. (7) Reactant: [F:1][CH:2]([F:13])[C:3]([C:5]1[CH:10]=[CH:9][C:8]([OH:11])=[CH:7][C:6]=1[F:12])=[O:4].CCN(CC)CC.[O:21](S(C(F)(F)F)(=O)=O)[S:22]([C:25]([F:28])([F:27])[F:26])(=O)=[O:23]. Product: [F:26][C:25]([F:28])([F:27])[S:22]([O:11][C:8]1[CH:9]=[CH:10][C:5]([C:3](=[O:4])[CH:2]([F:1])[F:13])=[C:6]([F:12])[CH:7]=1)(=[O:23])=[O:21]. The catalyst class is: 2. (8) Reactant: C(=O)([O-])O.[Na+].Cl.[NH2:7][OH:8].[F:9][C:10]([F:28])([F:27])[C:11]1[CH:16]=[C:15]([O:17][CH3:18])[CH:14]=[CH:13][C:12]=1[C:19]1[CH:24]=[CH:23][N:22]=[C:21]([C:25]#[N:26])[CH:20]=1. Product: [F:28][C:10]([F:9])([F:27])[C:11]1[CH:16]=[C:15]([O:17][CH3:18])[CH:14]=[CH:13][C:12]=1[C:19]1[CH:24]=[CH:23][N:22]=[C:21]([C:25](=[N:7][OH:8])[NH2:26])[CH:20]=1. The catalyst class is: 8.